Dataset: Forward reaction prediction with 1.9M reactions from USPTO patents (1976-2016). Task: Predict the product of the given reaction. (1) Given the reactants [Cl:1][C:2]1[CH:3]=[C:4]([CH:8]=[CH:9][C:10]=1[O:11][CH:12]([CH3:14])[CH3:13])[C:5](O)=O.[NH:15]([C:17](=[S:19])[NH2:18])[NH2:16], predict the reaction product. The product is: [Cl:1][C:2]1[CH:3]=[C:4]([C:5]2[S:19][C:17]([NH2:18])=[N:15][N:16]=2)[CH:8]=[CH:9][C:10]=1[O:11][CH:12]([CH3:14])[CH3:13]. (2) Given the reactants [Br:1][C:2]1[CH:11]=[C:10]2[C:5]([C:6]([NH:15][CH2:16][C@@H:17]3[CH2:21][O:20][C:19]([CH3:23])([CH3:22])[O:18]3)=[C:7]([N+:12]([O-])=O)[CH:8]=[N:9]2)=[CH:4][CH:3]=1.[O-]S(S([O-])=O)=O.[Na+].[Na+].C([O-])([O-])=O.[K+].[K+], predict the reaction product. The product is: [Br:1][C:2]1[CH:11]=[C:10]2[C:5]([C:6]([NH:15][CH2:16][C@@H:17]3[CH2:21][O:20][C:19]([CH3:23])([CH3:22])[O:18]3)=[C:7]([NH2:12])[CH:8]=[N:9]2)=[CH:4][CH:3]=1. (3) Given the reactants [CH3:1][O:2][C:3](=[O:15])[C:4]1[CH:9]=[C:8]([O:10]C)[CH:7]=[CH:6][C:5]=1[CH2:12][CH2:13][CH3:14].B(Br)(Br)Br, predict the reaction product. The product is: [CH3:1][O:2][C:3](=[O:15])[C:4]1[CH:9]=[C:8]([OH:10])[CH:7]=[CH:6][C:5]=1[CH2:12][CH2:13][CH3:14]. (4) Given the reactants [CH3:1][O:2][CH2:3]Cl.C(=O)([O-])[O-].[K+].[K+].[Br:11][C:12]1[C:17]([OH:18])=[CH:16][CH:15]=[C:14]([N+:19]([O-:21])=[O:20])[N:13]=1, predict the reaction product. The product is: [Br:11][C:12]1[C:17]([O:18][CH2:1][O:2][CH3:3])=[CH:16][CH:15]=[C:14]([N+:19]([O-:21])=[O:20])[N:13]=1.